This data is from Forward reaction prediction with 1.9M reactions from USPTO patents (1976-2016). The task is: Predict the product of the given reaction. Given the reactants [CH2:1]([C:3]([C:7]1[CH:19]=[CH:18][C:10]2[N:11]=[C:12]([NH:14][C:15](=[O:17])[CH3:16])[S:13][C:9]=2[CH:8]=1)(O)[CH2:4][CH3:5])[CH3:2].[NH:20]1[C:28]2[C:23](=[CH:24][CH:25]=[CH:26][C:27]=2[NH:29][S:30]([CH3:33])(=[O:32])=[O:31])[CH:22]=[CH:21]1.C(O)(C(F)(F)F)=O, predict the reaction product. The product is: [CH2:1]([C:3]([C:7]1[CH:19]=[CH:18][C:10]2[N:11]=[C:12]([NH:14][C:15](=[O:17])[CH3:16])[S:13][C:9]=2[CH:8]=1)([C:22]1[C:23]2[C:28](=[C:27]([NH:29][S:30]([CH3:33])(=[O:31])=[O:32])[CH:26]=[CH:25][CH:24]=2)[NH:20][CH:21]=1)[CH2:4][CH3:5])[CH3:2].